From a dataset of Reaction yield outcomes from USPTO patents with 853,638 reactions. Predict the reaction yield, written as a fraction of the theoretical maximum amount of product (1.0 means a 100% yield; for example, 0.34 means a 34% yield). The reactants are [Cl:1][C:2]1[CH:7]=[CH:6][C:5]([C:8]2=[N:9][C@@H:10]([CH2:24][C:25]([O:27]C)=[O:26])[C:11]3[N:12]([C:20]([CH3:23])=[N:21][N:22]=3)[C:13]3[S:17][C:16]([CH3:18])=[C:15]([CH3:19])[C:14]2=3)=[CH:4][CH:3]=1.O.[OH-].[Li+].Cl. The catalyst is CO. The product is [Cl:1][C:2]1[CH:3]=[CH:4][C:5]([C:8]2=[N:9][C@@H:10]([CH2:24][C:25]([OH:27])=[O:26])[C:11]3[N:12]([C:20]([CH3:23])=[N:21][N:22]=3)[C:13]3[S:17][C:16]([CH3:18])=[C:15]([CH3:19])[C:14]2=3)=[CH:6][CH:7]=1. The yield is 0.870.